This data is from NCI-60 drug combinations with 297,098 pairs across 59 cell lines. The task is: Regression. Given two drug SMILES strings and cell line genomic features, predict the synergy score measuring deviation from expected non-interaction effect. Drug 1: CC1=C2C(C(=O)C3(C(CC4C(C3C(C(C2(C)C)(CC1OC(=O)C(C(C5=CC=CC=C5)NC(=O)C6=CC=CC=C6)O)O)OC(=O)C7=CC=CC=C7)(CO4)OC(=O)C)O)C)OC(=O)C. Drug 2: CN(C(=O)NC(C=O)C(C(C(CO)O)O)O)N=O. Cell line: MDA-MB-435. Synergy scores: CSS=27.7, Synergy_ZIP=-3.08, Synergy_Bliss=-8.27, Synergy_Loewe=-41.4, Synergy_HSA=-8.86.